From a dataset of Catalyst prediction with 721,799 reactions and 888 catalyst types from USPTO. Predict which catalyst facilitates the given reaction. (1) Reactant: C([O:8][C:9]1[CH:38]=[CH:37][C:12]2[NH:13][C:14]([C:19]3[C:24](=[O:25])[N:23]([NH:26][CH:27]4[CH2:32][CH2:31][CH2:30][CH2:29][CH2:28]4)[C:22]4[CH:33]=[CH:34][S:35][C:21]=4[C:20]=3[OH:36])=[N:15][S:16](=[O:18])(=[O:17])[C:11]=2[CH:10]=1)C1C=CC=CC=1.I[Si](C)(C)C. Product: [CH:27]1([NH:26][N:23]2[C:24](=[O:25])[C:19]([C:14]3[NH:13][C:12]4[CH:37]=[CH:38][C:9]([OH:8])=[CH:10][C:11]=4[S:16](=[O:18])(=[O:17])[N:15]=3)=[C:20]([OH:36])[C:21]3[S:35][CH:34]=[CH:33][C:22]2=3)[CH2:28][CH2:29][CH2:30][CH2:31][CH2:32]1. The catalyst class is: 47. (2) Reactant: C(=O)(O)[O-].[Na+].[NH2:6][C:7]1[CH:8]=[C:9]([CH2:14][C:15]([O:17][CH3:18])=[O:16])[CH:10]=[CH:11][C:12]=1[OH:13].[F:19][C:20]([F:31])([C:27]([F:30])([F:29])[F:28])[C:21]([F:26])([F:25])[C:22](Cl)=[O:23]. Product: [F:19][C:20]([F:31])([C:27]([F:28])([F:29])[F:30])[C:21]([F:26])([F:25])[C:22]([NH:6][C:7]1[CH:8]=[C:9]([CH2:14][C:15]([O:17][CH3:18])=[O:16])[CH:10]=[CH:11][C:12]=1[OH:13])=[O:23]. The catalyst class is: 57. (3) Reactant: [Cl:1][C:2]1[CH:3]=[C:4]2[C:8](=[CH:9][CH:10]=1)[NH:7][CH:6]=[C:5]2[CH2:11][CH2:12][NH:13][C:14](=[O:23])[C:15]1[CH:20]=[CH:19][CH:18]=[C:17]([CH2:21]Cl)[CH:16]=1.[NH:24]1[CH2:28][CH2:27][CH2:26][CH2:25]1. Product: [Cl:1][C:2]1[CH:3]=[C:4]2[C:8](=[CH:9][CH:10]=1)[NH:7][CH:6]=[C:5]2[CH2:11][CH2:12][NH:13][C:14](=[O:23])[C:15]1[CH:20]=[CH:19][CH:18]=[C:17]([CH2:21][N:24]2[CH2:28][CH2:27][CH2:26][CH2:25]2)[CH:16]=1. The catalyst class is: 1. (4) Reactant: [CH3:1][C:2]1[C:3]([CH2:21][S:22][C:23]2[NH:27][C:26]3[CH:28]=[CH:29][CH:30]=[CH:31][C:25]=3[N:24]=2)=[N:4][CH:5]=[CH:6][C:7]=1[O:8][CH2:9][CH:10]1[CH2:15][O:14][C:13]2([CH2:20][CH2:19][O:18][CH2:17][CH2:16]2)[O:12][CH2:11]1.ClC1C=CC=C(C(OO)=[O:40])C=1.C(=O)([O-])O.[Na+]. Product: [CH3:1][C:2]1[C:3]([CH2:21][S:22]([C:23]2[NH:24][C:25]3[CH:31]=[CH:30][CH:29]=[CH:28][C:26]=3[N:27]=2)=[O:40])=[N:4][CH:5]=[CH:6][C:7]=1[O:8][CH2:9][CH:10]1[CH2:15][O:14][C:13]2([CH2:16][CH2:17][O:18][CH2:19][CH2:20]2)[O:12][CH2:11]1. The catalyst class is: 442. (5) Reactant: [Si]([O:8][CH:9]1[CH2:13][CH2:12][N:11]([CH2:14][C@@H:15]([N:31](C)[C:32](=O)OCC2C=CC=CC=2)[C:16]2[CH:21]=[CH:20][CH:19]=[C:18]([C:22]3[N:26]=[C:25]([C:27]([F:30])([F:29])[F:28])[O:24][N:23]=3)[CH:17]=2)[CH2:10]1)(C(C)(C)C)(C)C.Cl. Product: [CH3:32][NH:31][C@@H:15]([C:16]1[CH:21]=[CH:20][CH:19]=[C:18]([C:22]2[N:26]=[C:25]([C:27]([F:30])([F:28])[F:29])[O:24][N:23]=2)[CH:17]=1)[CH2:14][N:11]1[CH2:12][CH2:13][C@H:9]([OH:8])[CH2:10]1. The catalyst class is: 5. (6) Reactant: [CH:1](=O)[C:2]([CH3:5])([CH3:4])[CH3:3].[C:7]([O:11][C:12]([NH:14][CH:15](P(OC)(OC)=O)[C:16]([O:18][CH3:19])=[O:17])=[O:13])([CH3:10])([CH3:9])[CH3:8]. Product: [C:7]([O:11][C:12]([NH:14]/[C:15](=[CH:1]\[C:2]([CH3:5])([CH3:4])[CH3:3])/[C:16]([O:18][CH3:19])=[O:17])=[O:13])([CH3:10])([CH3:9])[CH3:8]. The catalyst class is: 7. (7) Reactant: [C:1]([O:8][C:9]([O:11][C:12]([CH3:15])([CH3:14])[CH3:13])=[O:10])([O:3][C:4]([CH3:7])([CH3:6])[CH3:5])=[O:2].C(N(CC)CC)C.[Br:23][C:24]1[C:25]([N:39]2[CH2:44][CH2:43][CH2:42][C@@H:41]([NH:45][C:46](=[O:52])[O:47][C:48]([CH3:51])([CH3:50])[CH3:49])[CH2:40]2)=[C:26]2[C:32]([NH:33][C:34]([CH:36]3[CH2:38][CH2:37]3)=[O:35])=[CH:31][NH:30][C:27]2=[N:28][CH:29]=1.O. Product: [C:9]([O:8][C:1]([O:3][C:4]([CH3:7])([CH3:6])[CH3:5])=[O:2])([O:11][C:12]([CH3:14])([CH3:15])[CH3:13])=[O:10].[Br:23][C:24]1[C:25]([N:39]2[CH2:44][CH2:43][CH2:42][C@@H:41]([NH:45][C:46]([O:47][C:48]([CH3:49])([CH3:51])[CH3:50])=[O:52])[CH2:40]2)=[C:26]2[C:32]([NH:33][C:34]([CH:36]3[CH2:38][CH2:37]3)=[O:35])=[CH:31][N:30]([C:1]([O:3][C:4]([CH3:7])([CH3:6])[CH3:5])=[O:2])[C:27]2=[N:28][CH:29]=1. The catalyst class is: 166.